From a dataset of Full USPTO retrosynthesis dataset with 1.9M reactions from patents (1976-2016). Predict the reactants needed to synthesize the given product. (1) Given the product [CH3:40][C:13]1[CH:12]=[C:11]([CH2:10][CH2:9][P:4](=[O:3])([OH:8])[OH:5])[CH:16]=[C:15]([CH3:17])[C:14]=1[C:18]1[NH:22][C:21]2[CH:23]=[C:24]([C:27](=[O:39])[NH:28][C:29]3[CH:38]=[CH:37][C:36]4[C:31](=[CH:32][CH:33]=[CH:34][CH:35]=4)[N:30]=3)[CH:25]=[CH:26][C:20]=2[N:19]=1, predict the reactants needed to synthesize it. The reactants are: C([O:3][P:4]([CH2:9][CH2:10][C:11]1[CH:16]=[C:15]([CH3:17])[C:14]([C:18]2[NH:22][C:21]3[CH:23]=[C:24]([C:27](=[O:39])[NH:28][C:29]4[CH:38]=[CH:37][C:36]5[C:31](=[CH:32][CH:33]=[CH:34][CH:35]=5)[N:30]=4)[CH:25]=[CH:26][C:20]=3[N:19]=2)=[C:13]([CH3:40])[CH:12]=1)(=[O:8])[O:5]CC)C.C[Si](Br)(C)C. (2) Given the product [CH3:1][O:2][C:3]1[C:11]2[C:6](=[CH:7][C:8]([CH:12]([C:18]3[CH:19]=[N:20][CH:21]=[CH:22][CH:23]=3)[CH2:13][C:14]([NH:16][CH3:17])=[O:15])=[CH:9][CH:10]=2)[NH:5][N:4]=1, predict the reactants needed to synthesize it. The reactants are: [CH3:1][O:2][C:3]1[C:11]2[C:6](=[CH:7][C:8]([C:12]([C:18]3[CH:19]=[N:20][CH:21]=[CH:22][CH:23]=3)=[CH:13][C:14]([NH:16][CH3:17])=[O:15])=[CH:9][CH:10]=2)[NH:5][N:4]=1.N1C2C(=CC=CC=2C(C2C=CC=CC=2)CC(NC)=O)C=C1. (3) Given the product [CH3:1][N:2]1[CH2:3][CH2:4][CH:5]([C:8]2[CH:9]=[C:10]([CH:11]=[C:12]([C:14]([F:15])([F:16])[F:17])[CH:13]=2)[NH2:18])[CH2:6][CH2:7]1, predict the reactants needed to synthesize it. The reactants are: [CH3:1][N:2]1[CH2:7][CH:6]=[C:5]([C:8]2[CH:13]=[C:12]([C:14]([F:17])([F:16])[F:15])[CH:11]=[C:10]([N+:18]([O-])=O)[CH:9]=2)[CH2:4][CH2:3]1. (4) Given the product [Cl:1][C:2]1[S:6][C:5]([S:7]([N:10]2[CH:11]3[CH2:18][CH2:17][CH2:16][CH:15]2[C:14](=[CH:20][OH:21])[C:13](=[O:19])[CH2:12]3)(=[O:8])=[O:9])=[CH:4][CH:3]=1, predict the reactants needed to synthesize it. The reactants are: [Cl:1][C:2]1[S:6][C:5]([S:7]([N:10]2[CH:15]3[CH2:16][CH2:17][CH2:18][CH:11]2[CH2:12][C:13](=[O:19])[CH2:14]3)(=[O:9])=[O:8])=[CH:4][CH:3]=1.[CH:20](OCC)=[O:21].[O-]CC.[Na+].